This data is from Forward reaction prediction with 1.9M reactions from USPTO patents (1976-2016). The task is: Predict the product of the given reaction. Given the reactants [CH2:1]([N:8]1[C:12](=[O:13])[N:11]([CH2:14][CH2:15][O:16]C(=O)C2C=CC=CC=2)[C:10](=[O:25])[S:9]1)[C:2]1[CH:7]=[CH:6][CH:5]=[CH:4][CH:3]=1.Cl.C(OCC)(=O)C, predict the reaction product. The product is: [CH2:1]([N:8]1[C:12](=[O:13])[N:11]([CH2:14][CH2:15][OH:16])[C:10](=[O:25])[S:9]1)[C:2]1[CH:7]=[CH:6][CH:5]=[CH:4][CH:3]=1.